From a dataset of Catalyst prediction with 721,799 reactions and 888 catalyst types from USPTO. Predict which catalyst facilitates the given reaction. (1) Reactant: C(OC([N:8]1[CH2:13][CH2:12][CH:11]([C:14]2[S:18][C:17]([C:19]3[CH:28]=[CH:27][C:22]([C:23]([O:25][CH3:26])=[O:24])=[CH:21][CH:20]=3)=[N:16][N:15]=2)[CH2:10][CH2:9]1)=O)(C)(C)C.[F:29][C:30]([F:35])([F:34])[C:31]([OH:33])=[O:32]. Product: [F:29][C:30]([F:35])([F:34])[C:31]([O-:33])=[O:32].[CH3:26][O:25][C:23]([C:22]1[CH:27]=[CH:28][C:19]([C:17]2[S:18][C:14]([CH:11]3[CH2:12][CH2:13][NH2+:8][CH2:9][CH2:10]3)=[N:15][N:16]=2)=[CH:20][CH:21]=1)=[O:24]. The catalyst class is: 4. (2) Reactant: [C:1]([C:3]1[CH:4]=[CH:5][C:6]2[O:10][C:9]([C:11]([C:14]3[C:22]([O:23][CH3:24])=[CH:21][C:20]([CH3:25])=[C:19]4[C:15]=3[CH:16]=[CH:17][N:18]4[C:26]([O:28][C:29]([CH3:32])([CH3:31])[CH3:30])=[O:27])([OH:13])[CH3:12])=[N:8][C:7]=2[CH:33]=1)#[N:2].[CH3:34]I.[H-].[Na+]. Product: [C:29]([O:28][C:26]([N:18]1[C:19]2[C:15](=[C:14]([C:11]([C:9]3[O:10][C:6]4[CH:5]=[CH:4][C:3]([C:1]#[N:2])=[CH:33][C:7]=4[N:8]=3)([O:13][CH3:34])[CH3:12])[C:22]([O:23][CH3:24])=[CH:21][C:20]=2[CH3:25])[CH:16]=[CH:17]1)=[O:27])([CH3:32])([CH3:31])[CH3:30]. The catalyst class is: 3. (3) Reactant: [Cl:1][C:2]1[CH:3]=[C:4]2[C:8](=[CH:9][CH:10]=1)[N:7]([C:11]1[CH:16]=[CH:15][CH:14]=[C:13]([C:17]([F:20])([F:19])[F:18])[CH:12]=1)[C:6]([CH:21]([NH:28][C:29]1[CH:37]=[CH:36][C:32]([C:33](O)=[O:34])=[CH:31][CH:30]=1)[CH2:22][CH2:23][CH2:24][CH2:25][CH2:26][CH3:27])=[CH:5]2.Cl.[CH2:39]([O:41][C:42](=[O:46])[CH2:43][CH2:44][NH2:45])[CH3:40].O.ON1C2C=CC=CC=2N=N1.Cl.C(N=C=NCCCN(C)C)C.Cl. Product: [Cl:1][C:2]1[CH:3]=[C:4]2[C:8](=[CH:9][CH:10]=1)[N:7]([C:11]1[CH:16]=[CH:15][CH:14]=[C:13]([C:17]([F:19])([F:18])[F:20])[CH:12]=1)[C:6]([CH:21]([NH:28][C:29]1[CH:30]=[CH:31][C:32]([C:33]([NH:45][CH2:44][CH2:43][C:42]([O:41][CH2:39][CH3:40])=[O:46])=[O:34])=[CH:36][CH:37]=1)[CH2:22][CH2:23][CH2:24][CH2:25][CH2:26][CH3:27])=[CH:5]2. The catalyst class is: 289. (4) Reactant: Cl.[NH2:2][CH2:3][C:4]([O:6][CH2:7][CH3:8])=[O:5].[Br:9][CH:10]([CH2:14][CH2:15][Br:16])[C:11](Cl)=[O:12].[OH-].[Na+]. Product: [Br:9][CH:10]([CH2:14][CH2:15][Br:16])[C:11]([NH:2][CH2:3][C:4]([O:6][CH2:7][CH3:8])=[O:5])=[O:12]. The catalyst class is: 46. (5) Reactant: [C:1]([O:5][C:6]([N:8]([CH2:27][C:28]1[CH:33]=[CH:32][C:31]([O:34][CH3:35])=[CH:30][C:29]=1[O:36][CH3:37])[C:9]1[N:14]=[C:13]2[N:15]([CH2:21][CH3:22])[C:16]([C:18]([OH:20])=O)=[CH:17][C:12]2=[C:11]2[N:23]([CH3:26])[CH:24]=[N:25][C:10]=12)=[O:7])([CH3:4])([CH3:3])[CH3:2].Cl.[CH:39]1([NH:42][CH:43]2[CH2:45][CH2:44]2)[CH2:41][CH2:40]1.CN1CCOCC1.CN(C(ON1N=NC2C=CC=NC1=2)=[N+](C)C)C.F[P-](F)(F)(F)(F)F. Product: [CH:39]1([N:42]([CH:43]2[CH2:45][CH2:44]2)[C:18]([C:16]2[N:15]([CH2:21][CH3:22])[C:13]3=[N:14][C:9]([N:8]([CH2:27][C:28]4[CH:33]=[CH:32][C:31]([O:34][CH3:35])=[CH:30][C:29]=4[O:36][CH3:37])[C:6](=[O:7])[O:5][C:1]([CH3:2])([CH3:4])[CH3:3])=[C:10]4[N:25]=[CH:24][N:23]([CH3:26])[C:11]4=[C:12]3[CH:17]=2)=[O:20])[CH2:41][CH2:40]1. The catalyst class is: 616.